This data is from Full USPTO retrosynthesis dataset with 1.9M reactions from patents (1976-2016). The task is: Predict the reactants needed to synthesize the given product. (1) Given the product [C:3]1([N:9]2[CH2:14][CH2:13][N:12]([CH2:15][CH2:16][CH2:17][CH2:18][O:19][C:20]3[N:25]=[C:24]4[NH:26][N:27]=[CH:28][C:23]4=[CH:22][CH:21]=3)[CH2:11][CH2:10]2)[C:2]2[C:7](=[CH:38][CH:29]=[CH:30][CH:31]=2)[CH:6]=[CH:5][CH:4]=1, predict the reactants needed to synthesize it. The reactants are: Cl[C:2]1[C:7](Cl)=[CH:6][CH:5]=[CH:4][C:3]=1[N:9]1[CH2:14][CH2:13][N:12]([CH2:15][CH2:16][CH2:17][CH2:18][O:19][C:20]2[N:25]=[C:24]3[NH:26][N:27]=[CH:28][C:23]3=[CH:22][CH:21]=2)[CH2:11][CH2:10]1.[C:29]1(N2CCNCC2)[C:38]2[C:29](=[CH:30][CH:31]=CC=2)[CH:38]=[CH:31][CH:30]=1. (2) Given the product [I:22][C:23]1[CH:30]=[CH:29][CH:28]=[CH:27][C:24]=1[CH2:25][O:1][C:2]1[CH:3]=[CH:4][C:5]([C:8]2[CH:12]=[C:11]([C:13]([NH2:15])=[O:14])[O:10][N:9]=2)=[CH:6][CH:7]=1, predict the reactants needed to synthesize it. The reactants are: [OH:1][C:2]1[CH:7]=[CH:6][C:5]([C:8]2[CH:12]=[C:11]([C:13]([NH2:15])=[O:14])[O:10][N:9]=2)=[CH:4][CH:3]=1.C([O-])([O-])=O.[K+].[K+].[I:22][C:23]1[CH:30]=[CH:29][CH:28]=[CH:27][C:24]=1[CH2:25]Cl.